Task: Predict the product of the given reaction.. Dataset: Forward reaction prediction with 1.9M reactions from USPTO patents (1976-2016) (1) Given the reactants [C:1]1([OH:7])[CH:6]=[CH:5][CH:4]=[CH:3][CH:2]=1.[H-].[Na+].CS(O[CH:15]1[CH2:18][N:17]([CH:19]([C:26]2[CH:31]=[CH:30][CH:29]=[CH:28][CH:27]=2)[C:20]2[CH:25]=[CH:24][CH:23]=[CH:22][CH:21]=2)[CH2:16]1)(=O)=O, predict the reaction product. The product is: [CH:19]([N:17]1[CH2:18][CH:15]([O:7][C:1]2[CH:6]=[CH:5][CH:4]=[CH:3][CH:2]=2)[CH2:16]1)([C:26]1[CH:27]=[CH:28][CH:29]=[CH:30][CH:31]=1)[C:20]1[CH:21]=[CH:22][CH:23]=[CH:24][CH:25]=1. (2) Given the reactants [CH3:1][C:2]1[NH:3][C:4]2[C:9]([C:10]=1[CH:11]=O)=[CH:8][C:7]([O:13][CH2:14][CH2:15][CH3:16])=[CH:6][CH:5]=2.C(OC1C=C2C(=CC=1)NC(C)=C2/C=[CH:31]/[C:32]([C:34]1[CH:39]=[CH:38][N:37]=[CH:36][CH:35]=1)=[O:33])C, predict the reaction product. The product is: [CH3:1][C:2]1[NH:3][C:4]2[C:9]([C:10]=1/[CH:11]=[CH:31]/[C:32]([C:34]1[CH:39]=[CH:38][N:37]=[CH:36][CH:35]=1)=[O:33])=[CH:8][C:7]([O:13][CH2:14][CH2:15][CH3:16])=[CH:6][CH:5]=2. (3) The product is: [Br:8][C:9]1[C:17]2[S:16][C:15]([C:18]([OH:20])=[O:19])=[CH:14][C:13]=2[C:12]([F:23])=[CH:11][CH:10]=1. Given the reactants [OH-].[Na+].C1COCC1.[Br:8][C:9]1[C:17]2[S:16][C:15]([C:18]([O:20]CC)=[O:19])=[CH:14][C:13]=2[C:12]([F:23])=[CH:11][CH:10]=1.Cl, predict the reaction product.